From a dataset of Forward reaction prediction with 1.9M reactions from USPTO patents (1976-2016). Predict the product of the given reaction. Given the reactants [Cl:1][C:2]1[CH:7]=[CH:6][C:5]([Cl:8])=[CH:4][C:3]=1[C:9]1[CH:14]=[CH:13][N:12]([CH:15]([CH2:19][C:20]2[CH:25]=[CH:24][CH:23]=[CH:22][CH:21]=2)[C:16]([OH:18])=O)[C:11](=[O:26])[CH:10]=1.O.Cl.[NH2:29][CH2:30][C:31]([C:33]1[CH:38]=[CH:37][C:36]([N+:39]([O-:41])=[O:40])=[CH:35][CH:34]=1)=[O:32].Cl.CN(C)CCCN=C=NCC.Cl, predict the reaction product. The product is: [Cl:1][C:2]1[CH:7]=[CH:6][C:5]([Cl:8])=[CH:4][C:3]=1[C:9]1[CH:14]=[CH:13][N:12]([CH:15]([CH2:19][C:20]2[CH:25]=[CH:24][CH:23]=[CH:22][CH:21]=2)[C:16]([NH:29][CH2:30][C:31]([C:33]2[CH:34]=[CH:35][C:36]([N+:39]([O-:41])=[O:40])=[CH:37][CH:38]=2)=[O:32])=[O:18])[C:11](=[O:26])[CH:10]=1.